From a dataset of Full USPTO retrosynthesis dataset with 1.9M reactions from patents (1976-2016). Predict the reactants needed to synthesize the given product. (1) Given the product [OH:2][C:3]1[CH:4]=[C:5]2[C:10](=[CH:11][CH:12]=1)[CH2:9][NH:8][CH2:7][CH2:6]2, predict the reactants needed to synthesize it. The reactants are: C[O:2][C:3]1[CH:4]=[C:5]2[C:10](=[CH:11][CH:12]=1)[CH2:9][NH:8][CH2:7][CH2:6]2.Br. (2) Given the product [NH2:1][C:4]1[CH:5]=[CH:6][C:7]([O:10][C@@H:11]2[CH2:15][CH2:14][C@@H:13]([C:16]([O:18][CH3:19])=[O:17])[CH2:12]2)=[N:8][CH:9]=1, predict the reactants needed to synthesize it. The reactants are: [N+:1]([C:4]1[CH:5]=[CH:6][C:7]([O:10][C@@H:11]2[CH2:15][CH2:14][C@@H:13]([C:16]([O:18][CH3:19])=[O:17])[CH2:12]2)=[N:8][CH:9]=1)([O-])=O. (3) Given the product [OH:41][CH:42]1[CH2:45][N:44]([C:1]([C:4]2[N:5]=[CH:6][S:7][C:8]=2/[CH:9]=[CH:10]\[S:11][C:12]([C:13]2[CH:14]=[CH:15][CH:16]=[CH:17][CH:18]=2)([C:19]2[CH:20]=[CH:21][CH:22]=[CH:23][CH:24]=2)[C:25]2[CH:30]=[CH:29][CH:28]=[CH:27][CH:26]=2)=[O:3])[CH2:43]1, predict the reactants needed to synthesize it. The reactants are: [C:1]([C:4]1[N:5]=[CH:6][S:7][C:8]=1/[CH:9]=[CH:10]\[S:11][C:12]([C:25]1[CH:30]=[CH:29][CH:28]=[CH:27][CH:26]=1)([C:19]1[CH:24]=[CH:23][CH:22]=[CH:21][CH:20]=1)[C:13]1[CH:18]=[CH:17][CH:16]=[CH:15][CH:14]=1)([OH:3])=O.C(C(C(C(O)=O)O)O)(O)=O.[OH:41][CH:42]1[CH2:45][NH:44][CH2:43]1. (4) Given the product [F:20][CH:19]([F:21])[C:9]1[N:8]([C:6]2[N:7]=[C:2]([C:38]3[CH:39]=[CH:40][N:35]=[CH:36][CH:37]=3)[N:3]=[C:4]([N:22]3[CH2:27][CH2:26][N:25]([C:28]([O:30][C:31]([CH3:34])([CH3:32])[CH3:33])=[O:29])[CH2:24][CH2:23]3)[N:5]=2)[C:12]2[CH:13]=[CH:14][CH:15]=[C:16]([O:17][CH3:18])[C:11]=2[N:10]=1, predict the reactants needed to synthesize it. The reactants are: Cl[C:2]1[N:7]=[C:6]([N:8]2[C:12]3[CH:13]=[CH:14][CH:15]=[C:16]([O:17][CH3:18])[C:11]=3[N:10]=[C:9]2[CH:19]([F:21])[F:20])[N:5]=[C:4]([N:22]2[CH2:27][CH2:26][N:25]([C:28]([O:30][C:31]([CH3:34])([CH3:33])[CH3:32])=[O:29])[CH2:24][CH2:23]2)[N:3]=1.[N:35]1[CH:40]=[CH:39][C:38](B(O)O)=[CH:37][CH:36]=1.C([O-])([O-])=O.[Na+].[Na+]. (5) Given the product [NH2:25][C:21]1[N:20]=[CH:19][N:18]=[C:17]2[C:22]=1[N:23]=[CH:24][N:16]2[CH:14]1[O:15][CH:11]([CH2:10][CH:9]([P:44](=[O:45])([OH:46])[OH:47])[S:7]([C:1]2[CH:2]=[CH:3][CH:4]=[CH:5][CH:6]=2)=[O:8])[CH:12]([F:43])[CH:13]1[OH:34], predict the reactants needed to synthesize it. The reactants are: [C:1]1([S:7]([CH:9]([P:44]([OH:47])([OH:46])=[O:45])[CH2:10][CH:11]2[O:15][CH:14]([N:16]3[CH:24]=[N:23][C:22]4[C:17]3=[N:18][CH:19]=[N:20][C:21]=4[NH:25]C(=O)C3C=CC=CC=3)[CH:13]([O:34]C(=O)C3C=CC=CC=3)[CH:12]2[F:43])=[O:8])[CH:6]=[CH:5][CH:4]=[CH:3][CH:2]=1.NC1NC(=O)C2N=CN([C@@H]3O[C@H](CC(P(=O)(O)O)SC4C=CC=CC=4)[C@@H](F)[C@H]3O)C=2N=1. (6) Given the product [NH2:18][C:10]1[O:11][C:12]([CH3:16])([CH3:17])[C:13]([F:14])([F:15])[C@:8]([C:6]2[CH:7]=[C:2]([NH:1][C:29]([C:26]3[N:25]=[CH:24][C:23]([C:22]([F:32])([F:21])[F:33])=[CH:28][N:27]=3)=[O:30])[CH:3]=[CH:4][C:5]=2[F:20])([CH3:19])[N:9]=1, predict the reactants needed to synthesize it. The reactants are: [NH2:1][C:2]1[CH:3]=[CH:4][C:5]([F:20])=[C:6]([C@:8]2([CH3:19])[C:13]([F:15])([F:14])[C:12]([CH3:17])([CH3:16])[O:11][C:10]([NH2:18])=[N:9]2)[CH:7]=1.[F:21][C:22]([F:33])([F:32])[C:23]1[CH:24]=[N:25][C:26]([C:29](O)=[O:30])=[N:27][CH:28]=1. (7) Given the product [NH2:27][CH2:26][CH:25]([NH:24][C:22]([C:18]1[N:14]2[CH:15]=[CH:16][CH:17]=[C:12]([O:11][CH2:10][C:9]3[C:43]([F:47])=[CH:44][CH:45]=[CH:46][C:8]=3[F:7])[C:13]2=[N:20][C:19]=1[CH3:21])=[O:23])[C:35]1[CH:40]=[CH:39][C:38]([F:41])=[C:37]([F:42])[CH:36]=1, predict the reactants needed to synthesize it. The reactants are: Cl.C(OCC)C.[F:7][C:8]1[CH:46]=[CH:45][CH:44]=[C:43]([F:47])[C:9]=1[CH2:10][O:11][C:12]1[C:13]2[N:14]([C:18]([C:22]([NH:24][CH:25]([C:35]3[CH:40]=[CH:39][C:38]([F:41])=[C:37]([F:42])[CH:36]=3)[CH2:26][NH:27]C(=O)OC(C)(C)C)=[O:23])=[C:19]([CH3:21])[N:20]=2)[CH:15]=[CH:16][CH:17]=1.